Dataset: Forward reaction prediction with 1.9M reactions from USPTO patents (1976-2016). Task: Predict the product of the given reaction. (1) The product is: [C:31]([O:30][C:28](=[O:29])[N:23]([C:9]1[CH:8]=[C:7]([N:39]2[CH2:40][CH2:41][O:42][CH2:43][CH:38]2[CH3:37])[CH:12]=[C:11]([CH2:13][CH2:14][C:15]2[O:16][C:17]([CH2:21][CH3:22])=[C:18]([CH3:20])[N:19]=2)[N:10]=1)[CH2:24][CH2:25][O:26][CH3:27])([CH3:34])([CH3:33])[CH3:32]. Given the reactants FC(F)(F)S(O[C:7]1[CH:12]=[C:11]([CH2:13][CH2:14][C:15]2[O:16][C:17]([CH2:21][CH3:22])=[C:18]([CH3:20])[N:19]=2)[N:10]=[C:9]([N:23]([C:28]([O:30][C:31]([CH3:34])([CH3:33])[CH3:32])=[O:29])[CH2:24][CH2:25][O:26][CH3:27])[CH:8]=1)(=O)=O.[CH3:37][CH:38]1[CH2:43][O:42][CH2:41][CH2:40][NH:39]1.C(P(C(C)(C)C)C1C=CC=CC=1C1C=CC=CC=1)(C)(C)C.P([O-])([O-])([O-])=O.[K+].[K+].[K+].C(=O)([O-])O.[Na+], predict the reaction product. (2) The product is: [CH2:25]([O:1][C:2]1[C:15]2[C:14](=[O:16])[C:13]3[C:8](=[C:9]([O:17][CH2:32][CH:30]=[CH2:29])[CH:10]=[CH:11][CH:12]=3)[C:7](=[O:18])[C:6]=2[CH:5]=[CH:4][CH:3]=1)[CH:26]=[CH2:27]. Given the reactants [OH:1][C:2]1[C:15]2[C:14](=[O:16])[C:13]3[C:8](=[C:9]([OH:17])[CH:10]=[CH:11][CH:12]=3)[C:7](=[O:18])[C:6]=2[CH:5]=[CH:4][CH:3]=1.C([O-])([O-])=O.[K+].[K+].[CH2:25](Br)[CH:26]=[CH2:27].[CH3:29][C:30]([CH3:32])=O, predict the reaction product. (3) Given the reactants [O:1]1[C@@H:6]([C:7]([N:9]2[CH2:14][CH2:13][N:12]([C:15]3[C:20]([CH2:21][O:22][CH3:23])=[CH:19][CH:18]=[CH:17][N:16]=3)[CH2:11][CH2:10]2)=O)[CH2:5][O:4][C:3]2[CH:24]=[CH:25][CH:26]=[CH:27][C:2]1=2.B.C1COCC1.CO.O, predict the reaction product. The product is: [O:1]1[C@@H:6]([CH2:7][N:9]2[CH2:10][CH2:11][N:12]([C:15]3[C:20]([CH2:21][O:22][CH3:23])=[CH:19][CH:18]=[CH:17][N:16]=3)[CH2:13][CH2:14]2)[CH2:5][O:4][C:3]2[CH:24]=[CH:25][CH:26]=[CH:27][C:2]1=2. (4) Given the reactants ClCCl.[CH2:4]([N:6]1[CH2:11][CH2:10][CH:9]([C:12]2[CH:17]=[CH:16][CH:15]=[CH:14][CH:13]=2)[CH2:8][CH2:7]1)[CH3:5].C(O)(=O)C.[I:22]I, predict the reaction product. The product is: [CH2:4]([N:6]1[CH2:7][CH2:8][CH:9]([C:12]2[CH:17]=[CH:16][C:15]([I:22])=[CH:14][CH:13]=2)[CH2:10][CH2:11]1)[CH3:5]. (5) Given the reactants [Li]CCCC.Br[C:7]1[CH:8]=[CH:9][C:10]2[C:11]([CH:22]=1)=[C:12]([C:15]1[CH:20]=[CH:19][CH:18]=[C:17]([Cl:21])[CH:16]=1)[O:13][N:14]=2.[I:23][C:24]1[CH:35]=[CH:34][C:27]([C:28](N(OC)C)=[O:29])=[CH:26][CH:25]=1.O, predict the reaction product. The product is: [Cl:21][C:17]1[CH:16]=[C:15]([C:12]2[O:13][N:14]=[C:10]3[CH:9]=[CH:8][C:7]([C:28]([C:27]4[CH:34]=[CH:35][C:24]([I:23])=[CH:25][CH:26]=4)=[O:29])=[CH:22][C:11]=23)[CH:20]=[CH:19][CH:18]=1. (6) The product is: [CH3:41][C@H:40]([NH:39][C:29](=[O:30])[O:31][CH2:32][C:33]1[CH:34]=[CH:35][CH:36]=[CH:37][CH:38]=1)[C:42](=[O:44])[NH:59][C:46]1[CH:47]=[CH:48][C:49]2[O:50][C:51]3[CH2:58][CH2:57][CH2:56][CH2:55][CH2:54][C:52]=3[C:53]=2[CH:45]=1. Given the reactants C(N(CC)CC)C.CN(C)CCCN=C=NCC.ON1C2C=CC=CC=2N=N1.[C:29]([NH:39][C@H:40]([C:42]([OH:44])=O)[CH3:41])([O:31][CH2:32][C:33]1[CH:38]=[CH:37][CH:36]=[CH:35][CH:34]=1)=[O:30].[CH:45]1[C:53]2[C:52]3[CH2:54][CH2:55][CH2:56][CH2:57][CH2:58][C:51]=3[O:50][C:49]=2[CH:48]=[CH:47][C:46]=1[NH2:59], predict the reaction product. (7) Given the reactants Cl[CH2:2][CH2:3][CH2:4][S:5]([O:8][CH2:9][C:10]([CH3:32])([CH3:31])[C@@H:11]([O:23][CH2:24][C:25]1[CH:30]=[CH:29][CH:28]=[CH:27][CH:26]=1)[C:12]([O:14][CH2:15][CH2:16][O:17][C:18](=[O:22])[CH:19]([CH3:21])[CH3:20])=[O:13])(=[O:7])=[O:6].[N-:33]=[N+:34]=[N-:35].[Na+], predict the reaction product. The product is: [N:33]([CH2:2][CH2:3][CH2:4][S:5]([O:8][CH2:9][C:10]([CH3:32])([CH3:31])[C@@H:11]([O:23][CH2:24][C:25]1[CH:30]=[CH:29][CH:28]=[CH:27][CH:26]=1)[C:12]([O:14][CH2:15][CH2:16][O:17][C:18](=[O:22])[CH:19]([CH3:21])[CH3:20])=[O:13])(=[O:7])=[O:6])=[N+:34]=[N-:35].